This data is from Forward reaction prediction with 1.9M reactions from USPTO patents (1976-2016). The task is: Predict the product of the given reaction. (1) Given the reactants [Cl:1][C:2]1[CH:3]=[C:4]([CH:18]=[CH:19][CH:20]=1)[CH2:5][C:6]1([C:10]([C:12]2[CH:17]=[CH:16][CH:15]=[CH:14][N:13]=2)=[O:11])[CH2:9][CH2:8][CH2:7]1.[BH4-].[Na+].[CH3:23]O, predict the reaction product. The product is: [Cl:1][C:2]1[CH:3]=[C:4]([CH:5]([C:6]2([CH:10]([C:12]3[CH:17]=[CH:16][CH:15]=[CH:14][N:13]=3)[OH:11])[CH2:9][CH2:8][CH2:7]2)[CH3:23])[CH:18]=[CH:19][CH:20]=1. (2) Given the reactants C1C=CC(P(C2C=CC=CC=2)C2C=CC=CC=2)=CC=1.[C:20]([Br:24])(Br)(Br)[Br:21].[CH2:25]([O:32][C:33](=[O:63])[N:34]([C@H:44]1[C@@H:47]([CH2:48][CH:49]=O)[N:46]([CH2:51][C:52]2[CH:57]=[CH:56][C:55]([O:58][CH3:59])=[CH:54][C:53]=2[O:60][CH3:61])[C:45]1=[O:62])[CH2:35][C:36]1[CH:41]=[CH:40][C:39]([O:42][CH3:43])=[CH:38][CH:37]=1)[C:26]1[CH:31]=[CH:30][CH:29]=[CH:28][CH:27]=1, predict the reaction product. The product is: [CH2:25]([O:32][C:33](=[O:63])[N:34]([C@@H:44]1[C:45](=[O:62])[N:46]([CH2:51][C:52]2[CH:57]=[CH:56][C:55]([O:58][CH3:59])=[CH:54][C:53]=2[O:60][CH3:61])[C@@H:47]1[CH2:48][CH:49]=[C:20]([Br:24])[Br:21])[CH2:35][C:36]1[CH:37]=[CH:38][C:39]([O:42][CH3:43])=[CH:40][CH:41]=1)[C:26]1[CH:31]=[CH:30][CH:29]=[CH:28][CH:27]=1. (3) Given the reactants [F:1][C:2]([F:29])([F:28])[C:3]1[CH:4]=[C:5]([CH:25]=[CH:26][CH:27]=1)[CH2:6][C:7]1[S:8][C:9]2[CH:15]=[CH:14][CH:13]=[C:12]([C:16]3[CH:17]=[C:18]([CH:22]=[CH:23][CH:24]=3)[C:19]([OH:21])=O)[C:10]=2[CH:11]=1.[NH2:30][CH2:31][CH2:32][OH:33].C[N+]1(C2N=C(OC)N=C(OC)N=2)CCOCC1.[Cl-].CO, predict the reaction product. The product is: [OH:33][CH2:32][CH2:31][NH:30][C:19](=[O:21])[C:18]1[CH:22]=[CH:23][CH:24]=[C:16]([C:12]2[C:10]3[CH:11]=[C:7]([CH2:6][C:5]4[CH:25]=[CH:26][CH:27]=[C:3]([C:2]([F:28])([F:1])[F:29])[CH:4]=4)[S:8][C:9]=3[CH:15]=[CH:14][CH:13]=2)[CH:17]=1.